The task is: Predict the reaction yield, written as a fraction of the theoretical maximum amount of product (1.0 means a 100% yield; for example, 0.34 means a 34% yield).. This data is from Reaction yield outcomes from USPTO patents with 853,638 reactions. (1) The reactants are [F:1][C:2]1([F:13])[CH2:7][CH2:6][CH:5]([C:8]([O:10][CH2:11][CH3:12])=[O:9])[CH2:4][CH2:3]1.C([N-]C(C)C)(C)C.[Li+].C1C=CC(S(N(S(C2C=CC=CC=2)(=O)=O)[F:32])(=O)=O)=CC=1. The catalyst is O1CCCC1. The product is [F:32][C:5]1([C:8]([O:10][CH2:11][CH3:12])=[O:9])[CH2:4][CH2:3][C:2]([F:13])([F:1])[CH2:7][CH2:6]1. The yield is 0.641. (2) The reactants are [Cl:1][C:2]1[N:7]=[C:6]([NH:8][C@H:9]([CH2:14][C:15]([O:17][CH3:18])=[O:16])[C:10](OC)=[O:11])[C:5]([N+:19]([O-])=O)=[CH:4][CH:3]=1.C(O)(=O)C. The catalyst is C(O)(C)C.O.[Fe]. The product is [Cl:1][C:2]1[CH:3]=[CH:4][C:5]2[NH:19][C:10](=[O:11])[C@@H:9]([CH2:14][C:15]([O:17][CH3:18])=[O:16])[NH:8][C:6]=2[N:7]=1. The yield is 0.860. (3) The reactants are OC[CH:3]1[CH2:8][CH2:7][CH:6]([C:9]([NH:11][CH:12]([CH3:14])[CH3:13])=[O:10])[CH2:5][CH2:4]1.[H-].[Na+].[N+:17]([C:20]1[CH:27]=[CH:26][CH:25]=[C:24]([N+]([O-])=O)[C:21]=1[C:22]#[N:23])([O-:19])=[O:18].C1C[O:34][CH2:33]C1. No catalyst specified. The product is [C:22]([C:21]1[C:20]([N+:17]([O-:19])=[O:18])=[CH:27][CH:26]=[CH:25][C:24]=1[O:34][CH2:33][C:6]1([C:9]([NH:11][CH:12]([CH3:13])[CH3:14])=[O:10])[CH2:5][CH2:4][CH2:3][CH2:8][CH2:7]1)#[N:23]. The yield is 0.710. (4) The reactants are [CH3:1][C:2]1[C:6]([C:7]2[C:8]([O:31][CH3:32])=[CH:9][C:10]3[C:11]4[N:21]([C@@H:22]([C:24]5[CH:29]=[CH:28][CH:27]=[CH:26][CH:25]=5)[CH3:23])[C:20](=[O:30])[O:19][C:12]=4[C:13]([CH2:17][OH:18])=[N:14][C:15]=3[CH:16]=2)=[C:5]([CH3:33])[O:4][N:3]=1.[CH3:34]S(Cl)(=O)=O. The catalyst is C(Cl)Cl.CN(C1C=CN=CC=1)C. The product is [CH3:1][C:2]1[C:6]([C:7]2[C:8]([O:31][CH3:32])=[CH:9][C:10]3[C:11]4[N:21]([C@@H:22]([C:24]5[CH:29]=[CH:28][CH:27]=[CH:26][CH:25]=5)[CH3:23])[C:20](=[O:30])[O:19][C:12]=4[C:13]([CH2:17][O:18][CH3:34])=[N:14][C:15]=3[CH:16]=2)=[C:5]([CH3:33])[O:4][N:3]=1. The yield is 0.110. (5) The reactants are [CH3:1][O:2][C:3]1[C:11]([O:12][CH3:13])=[CH:10][C:6]2[N:7]=[CH:8][NH:9][C:5]=2[CH:4]=1.Cl[C:15]1[S:16][C:17]([C:26]#[N:27])=[C:18]([C:20]2[CH:25]=[CH:24][CH:23]=[CH:22][CH:21]=2)[N:19]=1.N1C2=CC3COCOC=3C=C2N=C1. No catalyst specified. The product is [CH3:13][O:12][C:11]1[C:3]([O:2][CH3:1])=[CH:4][C:5]2[N:9]([C:15]3[S:16][C:17]([C:26]#[N:27])=[C:18]([C:20]4[CH:25]=[CH:24][CH:23]=[CH:22][CH:21]=4)[N:19]=3)[CH:8]=[N:7][C:6]=2[CH:10]=1. The yield is 0.470. (6) The reactants are C([O:3][C:4](=[O:20])[CH2:5][N:6]([CH3:19])[C:7]1[C:15]2[C:10](=[CH:11][CH:12]=[C:13]([N+:16]([O-:18])=[O:17])[CH:14]=2)[NH:9][N:8]=1)C.O.[OH-].[Li+]. The catalyst is CO.C1COCC1.O. The product is [CH3:19][N:6]([CH2:5][C:4]([OH:20])=[O:3])[C:7]1[C:15]2[C:10](=[CH:11][CH:12]=[C:13]([N+:16]([O-:18])=[O:17])[CH:14]=2)[NH:9][N:8]=1. The yield is 0.870. (7) The reactants are [CH3:1][C:2]1[C:6]2[C:7](=[O:19])[N:8]([CH2:11][CH2:12][N:13]3[CH2:18][CH2:17][O:16][CH2:15][CH2:14]3)[CH2:9][CH2:10][C:5]=2[NH:4][C:3]=1[CH:20]=O.[F:22][C:23]1[CH:24]=[C:25]2[C:29](=[C:30]([NH:32][C:33](=[O:35])[CH3:34])[CH:31]=1)[NH:28][C:27](=[O:36])[CH2:26]2. No catalyst specified. The product is [F:22][C:23]1[CH:24]=[C:25]2[C:29](=[C:30]([NH:32][C:33](=[O:35])[CH3:34])[CH:31]=1)[NH:28][C:27](=[O:36])[C:26]2=[CH:20][C:3]1[NH:4][C:5]2[CH2:10][CH2:9][N:8]([CH2:11][CH2:12][N:13]3[CH2:14][CH2:15][O:16][CH2:17][CH2:18]3)[C:7](=[O:19])[C:6]=2[C:2]=1[CH3:1]. The yield is 0.370.